From a dataset of Peptide-MHC class I binding affinity with 185,985 pairs from IEDB/IMGT. Regression. Given a peptide amino acid sequence and an MHC pseudo amino acid sequence, predict their binding affinity value. This is MHC class I binding data. (1) The peptide sequence is GVAMPNLYK. The MHC is HLA-B40:01 with pseudo-sequence HLA-B40:01. The binding affinity (normalized) is 0.0847. (2) The peptide sequence is FRDEAGAIL. The MHC is HLA-A80:01 with pseudo-sequence HLA-A80:01. The binding affinity (normalized) is 0.0847. (3) The MHC is HLA-A02:01 with pseudo-sequence HLA-A02:01. The binding affinity (normalized) is 0. The peptide sequence is ERVRELAVA. (4) The binding affinity (normalized) is 0.0847. The peptide sequence is RPKPDYSAM. The MHC is HLA-A31:01 with pseudo-sequence HLA-A31:01. (5) The peptide sequence is IPQTLDSWWTSL. The MHC is H-2-Ld with pseudo-sequence H-2-Ld. The binding affinity (normalized) is 0.811.